From a dataset of Forward reaction prediction with 1.9M reactions from USPTO patents (1976-2016). Predict the product of the given reaction. (1) Given the reactants Br[CH2:2][C:3]([N:5]([C:18]1[CH:23]=[CH:22][C:21]([CH3:24])=[C:20]([CH3:25])[CH:19]=1)[CH2:6][CH2:7][C:8]1[CH:13]=[CH:12][C:11]([C:14]([F:17])([F:16])[F:15])=[CH:10][CH:9]=1)=[O:4].[N:26]1[CH:34]=[C:33]2[C:29]([N:30]=[CH:31][NH:32]2)=[N:28][CH:27]=1, predict the reaction product. The product is: [CH3:25][C:20]1[CH:19]=[C:18]([N:5]([CH2:6][CH2:7][C:8]2[CH:13]=[CH:12][C:11]([C:14]([F:17])([F:16])[F:15])=[CH:10][CH:9]=2)[C:3](=[O:4])[CH2:2][N:32]2[C:33]3[C:29](=[N:28][CH:27]=[N:26][CH:34]=3)[N:30]=[CH:31]2)[CH:23]=[CH:22][C:21]=1[CH3:24]. (2) The product is: [Br-:1].[CH3:2][NH:3][CH2:4][CH2:5][CH2:6][C:7]([NH:8][CH2:9][CH2:10][CH2:11][CH2:12][P+:13]([C:26]1[CH:27]=[CH:28][CH:29]=[CH:30][CH:31]=1)([C:20]1[CH:21]=[CH:22][CH:23]=[CH:24][CH:25]=1)[C:14]1[CH:15]=[CH:16][CH:17]=[CH:18][CH:19]=1)=[O:32]. Given the reactants [Br-:1].[CH3:2][N:3](C(=O)OC(C)(C)C)[CH2:4][CH2:5][CH2:6][C:7](=[O:32])[NH:8][CH2:9][CH2:10][CH2:11][CH2:12][P+:13]([C:26]1[CH:31]=[CH:30][CH:29]=[CH:28][CH:27]=1)([C:20]1[CH:25]=[CH:24][CH:23]=[CH:22][CH:21]=1)[C:14]1[CH:19]=[CH:18][CH:17]=[CH:16][CH:15]=1.Cl.C(OCC)C.N, predict the reaction product. (3) The product is: [F:1][C:2]([F:10])([F:11])[C:3]1[CH:4]=[C:5]([CH:6]=[CH:7][CH:8]=1)[O:9][C:13]1[N:14]=[C:15]([OH:23])[C:16]2[CH:22]=[CH:21][N:20]=[CH:19][C:17]=2[N:18]=1. Given the reactants [F:1][C:2]([F:11])([F:10])[C:3]1[CH:4]=[C:5]([OH:9])[CH:6]=[CH:7][CH:8]=1.Cl[C:13]1[N:14]=[C:15]([OH:23])[C:16]2[CH:22]=[CH:21][N:20]=[CH:19][C:17]=2[N:18]=1, predict the reaction product. (4) The product is: [F:27][C:14]1[CH:15]=[CH:16][C:17]([N:21]2[CH2:26][CH2:25][N:24]([CH2:33][CH2:34][C:35]3[CH:40]=[CH:39][CH:38]=[C:37]([N+:41]([O-:43])=[O:42])[CH:36]=3)[CH2:23][CH2:22]2)=[C:18]2[C:13]=1[N:12]=[C:11]([CH3:10])[CH:20]=[CH:19]2. Given the reactants C(N(CC)C(C)C)(C)C.[CH3:10][C:11]1[CH:20]=[CH:19][C:18]2[C:13](=[C:14]([F:27])[CH:15]=[CH:16][C:17]=2[N:21]2[CH2:26][CH2:25][NH:24][CH2:23][CH2:22]2)[N:12]=1.CS(O[CH2:33][CH2:34][C:35]1[CH:40]=[CH:39][CH:38]=[C:37]([N+:41]([O-:43])=[O:42])[CH:36]=1)(=O)=O, predict the reaction product. (5) Given the reactants C(N1CC2(CCN(C3C=CC(O)=CC=3)CC2)OCC1=O)C.Br.[Br:23][CH2:24][CH2:25][CH2:26][N:27]1[CH2:32][CH2:31][CH2:30][C@H:29](C)[CH2:28]1, predict the reaction product. The product is: [BrH:23].[Br:23][CH2:24][CH2:25][CH2:26][N:27]1[CH2:32][CH2:31][CH2:30][CH2:29][CH2:28]1. (6) Given the reactants [CH:1]1([N:4]2[C:13]3[C:8](=[CH:9][C:10]([F:20])=[C:11]([N:14]4[CH2:19][CH2:18][NH:17][CH2:16][CH2:15]4)[CH:12]=3)[C:7](=[O:21])[C:6]([C:22]([OH:24])=[O:23])=[CH:5]2)[CH2:3][CH2:2]1.CS(O[CH2:30][C@@H:31]1[O:35][C:34](=[O:36])[N:33]([C:37]2[CH:38]=[CH:39][C:40]3[S:41][CH2:42][C:43](=[O:47])[NH:44][C:45]=3[N:46]=2)[CH2:32]1)(=O)=O, predict the reaction product. The product is: [CH:1]1([N:4]2[C:13]3[C:8](=[CH:9][C:10]([F:20])=[C:11]([N:14]4[CH2:19][CH2:18][N:17]([CH2:30][C@H:31]5[O:35][C:34](=[O:36])[N:33]([C:37]6[CH:38]=[CH:39][C:40]7[S:41][CH2:42][C:43](=[O:47])[NH:44][C:45]=7[N:46]=6)[CH2:32]5)[CH2:16][CH2:15]4)[CH:12]=3)[C:7](=[O:21])[C:6]([C:22]([OH:24])=[O:23])=[CH:5]2)[CH2:2][CH2:3]1. (7) Given the reactants [NH2:1][C:2]1[CH:3]=[C:4]([CH:23]=[CH:24][C:25]=1[B:26]1OC(C)(C)C(C)(C)[O:27]1)[C:5]([NH:7][N:8](C(C)(C)C)[C:9](=[O:18])[C:10]1[CH:15]=[C:14]([CH3:16])[CH:13]=[C:12]([CH3:17])[CH:11]=1)=[O:6].[F:42][C:41]([F:44])([F:43])[C:40](O[C:40](=[O:45])[C:41]([F:44])([F:43])[F:42])=[O:45], predict the reaction product. The product is: [CH3:16][C:14]1[CH:15]=[C:10]([CH:11]=[C:12]([CH3:17])[CH:13]=1)[C:9]([NH:8][NH:7][C:5]([C:4]1[CH:23]=[CH:24][C:25]2[B:26]([OH:27])[O:45][C:40]([C:41]([F:42])([F:43])[F:44])=[N:1][C:2]=2[CH:3]=1)=[O:6])=[O:18].